This data is from Retrosynthesis with 50K atom-mapped reactions and 10 reaction types from USPTO. The task is: Predict the reactants needed to synthesize the given product. (1) Given the product O=C(NCCCN1CCC(O)(Cc2ccccc2)CC1)c1ccc(OCc2ccccc2)cc1, predict the reactants needed to synthesize it. The reactants are: O=C(NCCCCl)c1ccc(OCc2ccccc2)cc1.OC1(Cc2ccccc2)CCNCC1. (2) Given the product Cc1cccc2c1NCC2, predict the reactants needed to synthesize it. The reactants are: Cc1cccc2c1N(C(=O)OC(C)(C)C)CC2. (3) Given the product O=Cc1ccc(Oc2cccc([N+](=O)[O-])c2)cc1Br, predict the reactants needed to synthesize it. The reactants are: O=Cc1ccc(F)cc1Br.O=[N+]([O-])c1cccc(O)c1. (4) Given the product CN(C)CCNC(=O)CCOc1ccc(C23CC4CC(CC(C4)C2)C3)cc1, predict the reactants needed to synthesize it. The reactants are: CN(C)CCN.O=C(O)CCOc1ccc(C23CC4CC(CC(C4)C2)C3)cc1. (5) Given the product CCOC(C)n1nc(NC(=O)c2ccc(OC)cc2)c2cc(C(=O)O)sc21, predict the reactants needed to synthesize it. The reactants are: CCOC(=O)c1cc2c(NC(=O)c3ccc(OC)cc3)nn(C(C)OCC)c2s1. (6) Given the product COc1cccc(Oc2c(-c3cnn(C4CCNCC4)c3)ccc3c2CC[C@H](C)N3C(=O)C2CC2)n1, predict the reactants needed to synthesize it. The reactants are: CN(C)C=O.C[C@H]1CCc2c(ccc(-c3cnn(C4CCNCC4)c3)c2Oc2cccc(F)n2)N1C(=O)C1CC1. (7) The reactants are: CCOC(=O)c1cc(OC)c2c(OC(C)C)ccc(Br)c2c1. Given the product COc1cc(CO)cc2c(Br)ccc(OC(C)C)c12, predict the reactants needed to synthesize it.